From a dataset of Peptide-MHC class II binding affinity with 134,281 pairs from IEDB. Regression. Given a peptide amino acid sequence and an MHC pseudo amino acid sequence, predict their binding affinity value. This is MHC class II binding data. (1) The peptide sequence is AFILDGDHLFPKV. The MHC is HLA-DQA10501-DQB10201 with pseudo-sequence HLA-DQA10501-DQB10201. The binding affinity (normalized) is 0.430. (2) The peptide sequence is SSLLKNDVPLAGPLI. The MHC is DRB1_0301 with pseudo-sequence DRB1_0301. The binding affinity (normalized) is 0.766.